This data is from Full USPTO retrosynthesis dataset with 1.9M reactions from patents (1976-2016). The task is: Predict the reactants needed to synthesize the given product. (1) The reactants are: [CH2:1]([O:4][C:5]1[CH:6]=[CH:7][C:8]([N+:13]([O-:15])=[O:14])=[C:9]([CH:12]=1)[CH2:10][OH:11])[CH:2]=[CH2:3].ClC1C=C(C=CC=1)C(OO)=[O:21]. Given the product [CH2:1]([O:4][C:5]1[CH:6]=[CH:7][C:8]([N+:13]([O-:15])=[O:14])=[C:9]([CH:12]=1)[CH2:10][OH:11])[CH:2]1[O:21][CH2:3]1, predict the reactants needed to synthesize it. (2) Given the product [F:20][C:21]1[CH:29]=[C:28]2[C:24]([C:25]([C:2]3[CH:7]=[N:6][C:5]([S:8](=[O:10])(=[O:9])[NH:11][CH2:12][CH2:13][N:14]([CH3:19])[S:15]([CH3:18])(=[O:17])=[O:16])=[CH:4][CH:3]=3)=[CH:26][N:27]2[C:30]([O:32][C:33]([CH3:36])([CH3:35])[CH3:34])=[O:31])=[CH:23][CH:22]=1, predict the reactants needed to synthesize it. The reactants are: Br[C:2]1[CH:3]=[CH:4][C:5]([S:8]([NH:11][CH2:12][CH2:13][N:14]([CH3:19])[S:15]([CH3:18])(=[O:17])=[O:16])(=[O:10])=[O:9])=[N:6][CH:7]=1.[F:20][C:21]1[CH:29]=[C:28]2[C:24]([C:25](B3OC(C)(C)C(C)(C)O3)=[CH:26][N:27]2[C:30]([O:32][C:33]([CH3:36])([CH3:35])[CH3:34])=[O:31])=[CH:23][CH:22]=1. (3) Given the product [F:10][CH:11]([F:23])[O:12][C:13]1[CH:18]=[CH:17][CH:16]=[CH:15][C:14]=1[CH2:19][C:20]1[C:21]([NH2:22])=[N:1][C:2]2[C:3]([CH:4]=1)=[CH:6][CH:7]=[CH:8][CH:9]=2, predict the reactants needed to synthesize it. The reactants are: [NH2:1][C:2]1[CH:9]=[CH:8][CH:7]=[CH:6][C:3]=1[CH:4]=O.[F:10][CH:11]([F:23])[O:12][C:13]1[CH:18]=[CH:17][CH:16]=[CH:15][C:14]=1[CH2:19][CH2:20][C:21]#[N:22]. (4) Given the product [CH2:50]([O:38][CH2:37][CH2:36][C:14]1([CH2:53][CH:52]2[O:54][CH2:57][CH2:56][O:55]2)[CH2:13][CH:22]([S:23]([C:26]2[CH:27]=[CH:28][C:29]([Cl:32])=[CH:30][CH:31]=2)(=[O:25])=[O:24])[C:21]2[C:16](=[C:17]([F:34])[CH:18]=[CH:19][C:20]=2[F:33])[O:15]1)[C:40]1[CH:41]=[CH:42][CH:43]=[CH:44][CH:45]=1, predict the reactants needed to synthesize it. The reactants are: C(OCCC(=O)C[CH:13]1[CH:22]([S:23]([C:26]2[CH:31]=[CH:30][C:29]([Cl:32])=[CH:28][CH:27]=2)(=[O:25])=[O:24])[C:21]2[C:16](=[C:17]([F:34])[CH:18]=[CH:19][C:20]=2[F:33])[O:15][CH2:14]1)C1C=CC=CC=1.[CH2:36](O)[CH2:37][OH:38].[C:40]1([CH3:50])[C:41](S(O)(=O)=O)=[CH:42][CH:43]=[CH:44][CH:45]=1.O.[C:52]([O:55][CH2:56][CH3:57])(=[O:54])[CH3:53]. (5) Given the product [Cl:1][C:2]1[CH:7]=[C:6]([N:8]2[CH:12]=[CH:11][CH:10]=[N:9]2)[N:5]=[C:4]([C:13]2[O:14][C:15]([Cl:18])=[CH:16][CH:17]=2)[N:3]=1, predict the reactants needed to synthesize it. The reactants are: [Cl:1][C:2]1[CH:7]=[C:6]([N:8]2[CH:12]=[CH:11][CH:10]=[N:9]2)[N:5]=[C:4]([C:13]2[O:14][CH:15]=[CH:16][CH:17]=2)[N:3]=1.[Cl:18]N1C(=O)CCC1=O.O. (6) Given the product [C:19]([O:15][C:14](=[O:16])[C:13]([CH3:18])([CH3:17])[CH2:12][CH2:11][CH2:10][CH2:9][O:8][CH2:1][C:2]1[CH:7]=[CH:6][CH:5]=[CH:4][CH:3]=1)([CH3:22])([CH3:21])[CH3:20], predict the reactants needed to synthesize it. The reactants are: [CH2:1]([O:8][CH2:9][CH2:10][CH2:11][CH2:12][C:13]([CH3:18])([CH3:17])[C:14]([OH:16])=[O:15])[C:2]1[CH:7]=[CH:6][CH:5]=[CH:4][CH:3]=1.[C:19](N=C(O)N(C1CCCCC1)C1CCCCC1)([CH3:22])([CH3:21])[CH3:20]. (7) The reactants are: [F:1][C:2]1[CH:7]=[CH:6][C:5]([O:8][CH3:9])=[CH:4][C:3]=1[C:10]1[CH:11]=[CH:12][C:13]([O:21][CH2:22][C:23]2[CH:24]=[C:25]([CH:33]=[CH:34][CH:35]=2)[O:26][CH2:27][C:28]([O:30]CC)=[O:29])=N[C:15]=1[CH2:16][C:17]([CH3:20])([CH3:19])[CH3:18].[OH-].[Na+].Cl.[CH2:39]1COCC1. Given the product [CH3:18][C:17]([CH3:20])([CH3:19])[CH2:16][C:15]1[CH:39]=[C:13]([O:21][CH2:22][C:23]2[CH:24]=[C:25]([CH:33]=[CH:34][CH:35]=2)[O:26][CH2:27][C:28]([OH:30])=[O:29])[CH:12]=[CH:11][C:10]=1[C:3]1[CH:4]=[C:5]([O:8][CH3:9])[CH:6]=[CH:7][C:2]=1[F:1], predict the reactants needed to synthesize it.